This data is from Reaction yield outcomes from USPTO patents with 853,638 reactions. The task is: Predict the reaction yield, written as a fraction of the theoretical maximum amount of product (1.0 means a 100% yield; for example, 0.34 means a 34% yield). (1) The reactants are [CH2:1]([NH:8][C:9]([C:11]1[C:12](=[O:22])[N:13]([CH2:18][CH2:19][CH2:20][CH3:21])[CH:14]=[C:15](I)[CH:16]=1)=[O:10])[C:2]1[CH:7]=[CH:6][CH:5]=[CH:4][CH:3]=1.[C:23]1([C:29]#[CH:30])[CH:28]=[CH:27][CH:26]=[CH:25][CH:24]=1.C(N(CC)CC)C.[Cl-].[NH4+]. The catalyst is CN(C=O)C.Cl[Pd](Cl)([P](C1C=CC=CC=1)(C1C=CC=CC=1)C1C=CC=CC=1)[P](C1C=CC=CC=1)(C1C=CC=CC=1)C1C=CC=CC=1.[Cu]I.C(OCC)(=O)C. The product is [CH2:1]([NH:8][C:9]([C:11]1[C:12](=[O:22])[N:13]([CH2:18][CH2:19][CH2:20][CH3:21])[CH:14]=[C:15]([C:30]#[C:29][C:23]2[CH:28]=[CH:27][CH:26]=[CH:25][CH:24]=2)[CH:16]=1)=[O:10])[C:2]1[CH:7]=[CH:6][CH:5]=[CH:4][CH:3]=1. The yield is 0.890. (2) The reactants are Br[C:2]1[CH:3]=[C:4]([S:8]([NH:11][C:12]2[CH:20]=[CH:19][C:15]([C:16]([OH:18])=[O:17])=[C:14]([OH:21])[CH:13]=2)(=[O:10])=[O:9])[S:5][C:6]=1[Cl:7].CC1(C)C(C)(C)OB([C:30]2[CH:35]=[CH:34][CH:33]=[CH:32][C:31]=2[OH:36])O1.CCN(C(C)C)C(C)C.C([O-])([O-])=O.[Na+].[Na+]. The catalyst is O1CCOCC1.C1C=CC(P(C2C=CC=CC=2)[C-]2C=CC=C2)=CC=1.C1C=CC(P(C2C=CC=CC=2)[C-]2C=CC=C2)=CC=1.Cl[Pd]Cl.[Fe+2].C(Cl)Cl. The product is [Cl:7][C:6]1[S:5][C:4]([S:8]([NH:11][C:12]2[CH:20]=[CH:19][C:15]([C:16]([OH:18])=[O:17])=[C:14]([OH:21])[CH:13]=2)(=[O:10])=[O:9])=[CH:3][C:2]=1[C:30]1[CH:35]=[CH:34][CH:33]=[CH:32][C:31]=1[OH:36]. The yield is 0.240. (3) The reactants are [NH2:1][CH2:2][C:3]1[CH:8]=[CH:7][N:6]=[CH:5][CH:4]=1.C(N(C(C)C)CC)(C)C.Cl[C:19](OC1C=CC([N+]([O-])=O)=CC=1)=[O:20].[C:31]1([C:37]2([C:47]3[CH:52]=[CH:51][CH:50]=[CH:49][CH:48]=3)[CH:41]3[CH2:42][NH:43][CH2:44][CH2:45][N:40]3[C:39](=[O:46])[O:38]2)[CH:36]=[CH:35][CH:34]=[CH:33][CH:32]=1. The catalyst is O1CCCC1. The product is [O:46]=[C:39]1[N:40]2[CH2:45][CH2:44][N:43]([C:19]([NH:1][CH2:2][C:3]3[CH:8]=[CH:7][N:6]=[CH:5][CH:4]=3)=[O:20])[CH2:42][CH:41]2[C:37]([C:31]2[CH:36]=[CH:35][CH:34]=[CH:33][CH:32]=2)([C:47]2[CH:48]=[CH:49][CH:50]=[CH:51][CH:52]=2)[O:38]1. The yield is 0.560.